This data is from Full USPTO retrosynthesis dataset with 1.9M reactions from patents (1976-2016). The task is: Predict the reactants needed to synthesize the given product. (1) Given the product [C:1]([O:5][C:6]([N:8]1[CH2:13][CH2:12][N:11]([C:14]2[CH:19]=[C:18]([NH:20][S:32]([C:28]3[CH:29]=[CH:30][CH:31]=[C:26]([O:25][CH:24]([F:23])[F:36])[CH:27]=3)(=[O:34])=[O:33])[CH:17]=[CH:16][C:15]=2[O:21][CH3:22])[CH2:10][CH2:9]1)=[O:7])([CH3:4])([CH3:3])[CH3:2], predict the reactants needed to synthesize it. The reactants are: [C:1]([O:5][C:6]([N:8]1[CH2:13][CH2:12][N:11]([C:14]2[CH:19]=[C:18]([NH2:20])[CH:17]=[CH:16][C:15]=2[O:21][CH3:22])[CH2:10][CH2:9]1)=[O:7])([CH3:4])([CH3:3])[CH3:2].[F:23][CH:24]([F:36])[O:25][C:26]1[CH:27]=[C:28]([S:32](Cl)(=[O:34])=[O:33])[CH:29]=[CH:30][CH:31]=1. (2) The reactants are: Cl.[NH2:2][C@:3]([CH3:26])([CH2:6][CH2:7][C:8]1[N:9]([CH3:25])[C:10]([C:13](=[O:24])[CH2:14][CH2:15][CH2:16][CH2:17][C:18]2[CH:23]=[CH:22][CH:21]=[CH:20][CH:19]=2)=[CH:11][CH:12]=1)[CH2:4][OH:5].[C:27](O[C:27]([O:29][C:30]([CH3:33])([CH3:32])[CH3:31])=[O:28])([O:29][C:30]([CH3:33])([CH3:32])[CH3:31])=[O:28].C(N(CC)CC)C. Given the product [C:30]([O:29][C:27]([NH:2][C@:3]([CH3:26])([CH2:6][CH2:7][C:8]1[N:9]([CH3:25])[C:10]([C:13](=[O:24])[CH2:14][CH2:15][CH2:16][CH2:17][C:18]2[CH:23]=[CH:22][CH:21]=[CH:20][CH:19]=2)=[CH:11][CH:12]=1)[CH2:4][OH:5])=[O:28])([CH3:33])([CH3:32])[CH3:31], predict the reactants needed to synthesize it. (3) Given the product [S:17]1[C:18]2[CH:24]=[CH:23][CH:22]=[CH:21][C:19]=2[CH:20]=[C:16]1[CH2:15][C:9]1[CH:10]=[C:11]([C@@H:34]2[O:36][C@H:37]([CH2:56][O:57][CH2:58][C:59]3[CH:60]=[CH:61][CH:62]=[CH:63][CH:64]=3)[C@@H:38]([O:48][CH2:49][C:50]3[CH:51]=[CH:52][CH:53]=[CH:54][CH:55]=3)[C@H:39]([O:40][CH2:41][C:42]3[CH:47]=[CH:46][CH:45]=[CH:44][CH:43]=3)[C@H:33]2[O:32][CH2:25][C:26]2[CH:27]=[CH:28][CH:29]=[CH:30][CH:31]=2)[CH:12]=[CH:13][C:8]=1[O:7][CH3:6], predict the reactants needed to synthesize it. The reactants are: [Mg].BrCCBr.[CH3:6][O:7][C:8]1[CH:13]=[CH:12][C:11](Br)=[CH:10][C:9]=1[CH2:15][C:16]1[S:17][C:18]2[CH:24]=[CH:23][CH:22]=[CH:21][C:19]=2[CH:20]=1.[CH2:25]([O:32][C@@H:33]1[C@@H:39]([O:40][CH2:41][C:42]2[CH:47]=[CH:46][CH:45]=[CH:44][CH:43]=2)[C@H:38]([O:48][CH2:49][C:50]2[CH:55]=[CH:54][CH:53]=[CH:52][CH:51]=2)[C@@H:37]([CH2:56][O:57][CH2:58][C:59]2[CH:64]=[CH:63][CH:62]=[CH:61][CH:60]=2)[O:36][C:34]1=O)[C:26]1[CH:31]=[CH:30][CH:29]=[CH:28][CH:27]=1.[Cl-].[NH4+].C([SiH](CC)CC)C.C(=O)([O-])O.[Na+]. (4) Given the product [NH2:15][C:16](=[O:59])[C:17]([CH3:58])([CH3:57])[CH2:18][NH:19][C:20]([C@H:22]([CH:54]([CH3:56])[CH3:55])[CH2:23][C@@H:24]1[O:28][CH2:27][N:26]([C:29]([O:31][CH2:32][O:11][C:9]([O:8][CH2:7][C:3]2[CH:2]=[N:1][CH:6]=[CH:5][CH:4]=2)=[O:10])=[O:30])[C@H:25]1[CH2:34][C@H:35]([CH2:39][C:40]1[CH:45]=[CH:44][C:43]([O:46][CH3:47])=[C:42]([O:48][CH2:49][CH2:50][CH2:51][O:52][CH3:53])[CH:41]=1)[CH:36]([CH3:38])[CH3:37])=[O:21], predict the reactants needed to synthesize it. The reactants are: [N:1]1[CH:6]=[CH:5][CH:4]=[C:3]([CH2:7][OH:8])[CH:2]=1.[C:9](=O)([O-:11])[O-:10].[Cs+].[Cs+].[NH2:15][C:16](=[O:59])[C:17]([CH3:58])([CH3:57])[CH2:18][NH:19][C:20]([C@H:22]([CH:54]([CH3:56])[CH3:55])[CH2:23][C@@H:24]1[O:28][CH2:27][N:26]([C:29]([O:31][CH2:32]Cl)=[O:30])[C@H:25]1[CH2:34][C@H:35]([CH2:39][C:40]1[CH:45]=[CH:44][C:43]([O:46][CH3:47])=[C:42]([O:48][CH2:49][CH2:50][CH2:51][O:52][CH3:53])[CH:41]=1)[CH:36]([CH3:38])[CH3:37])=[O:21]. (5) Given the product [F:21][C:20]([F:23])([F:22])[C:15]1[CH:16]=[CH:17][CH:18]=[CH:19][C:14]=1[C:13]([N:10]1[CH2:11][CH2:12][N:7]([C:5]2[S:6][C:2]([C:25]#[N:26])=[CH:3][N:4]=2)[CH2:8][CH2:9]1)=[O:24], predict the reactants needed to synthesize it. The reactants are: Br[C:2]1[S:6][C:5]([N:7]2[CH2:12][CH2:11][N:10]([C:13](=[O:24])[C:14]3[CH:19]=[CH:18][CH:17]=[CH:16][C:15]=3[C:20]([F:23])([F:22])[F:21])[CH2:9][CH2:8]2)=[N:4][CH:3]=1.[C:25]([Cu])#[N:26].